From a dataset of Forward reaction prediction with 1.9M reactions from USPTO patents (1976-2016). Predict the product of the given reaction. (1) Given the reactants [NH:1]1[C:6](=[O:7])[CH2:5][NH:4][C:3]2[N:8]=[CH:9][CH:10]=[CH:11][C:2]1=2.C(N(CC)CC)C.[F:19][C:20]([F:36])([F:35])[O:21][C:22]1[CH:34]=[CH:33][C:25]([O:26][CH:27]([CH2:31][CH3:32])[C:28](Cl)=[O:29])=[CH:24][CH:23]=1.O, predict the reaction product. The product is: [F:19][C:20]([F:35])([F:36])[O:21][C:22]1[CH:34]=[CH:33][C:25]([O:26][CH:27]([CH2:31][CH3:32])[C:28]([N:4]2[CH2:5][C:6](=[O:7])[NH:1][C:2]3[CH:11]=[CH:10][CH:9]=[N:8][C:3]2=3)=[O:29])=[CH:24][CH:23]=1. (2) Given the reactants [CH:1]1[C:13]2[NH:12][C:11]3[C:6](=[CH:7][CH:8]=[CH:9][CH:10]=3)[C:5]=2[CH:4]=[CH:3][CH:2]=1.Br[C:15]1[CH:20]=[CH:19][CH:18]=[CH:17][N:16]=1.CC(C)([O-])C.[Na+], predict the reaction product. The product is: [N:16]1[CH:17]=[CH:18][CH:19]=[CH:20][C:15]=1[N:12]1[C:11]2[CH:10]=[CH:9][CH:8]=[CH:7][C:6]=2[C:5]2[C:13]1=[CH:1][CH:2]=[CH:3][CH:4]=2. (3) Given the reactants O=[C:2]1[CH2:8][C@@H:7]2[N:9]([C:10]([O:12][C:13]([CH3:16])([CH3:15])[CH3:14])=[O:11])[C@@H:4]([CH2:5][CH2:6]2)[CH2:3]1.[NH3:17].CO.[BH4-].[Na+], predict the reaction product. The product is: [NH2:17][CH:2]1[CH2:8][C@H:7]2[N:9]([C:10]([O:12][C:13]([CH3:16])([CH3:15])[CH3:14])=[O:11])[C@H:4]([CH2:5][CH2:6]2)[CH2:3]1. (4) Given the reactants [CH3:1][C@H:2]1[CH2:11][CH2:10][C@@H:9]2[C@:4]([CH3:14])([CH2:5][CH2:6][CH2:7][C:8]2([CH3:13])[CH3:12])[C@H:3]1[CH2:15][C:16]([C:18]1[CH:23]=[C:22]([O:24][CH3:25])[CH:21]=[C:20]([O:26]C)[CH:19]=1)=[O:17].B(Br)(Br)Br.CO, predict the reaction product. The product is: [CH3:1][C@H:2]1[CH2:11][CH2:10][C@@H:9]2[C@:4]([CH3:14])([CH2:5][CH2:6][CH2:7][C:8]2([CH3:13])[CH3:12])[C@H:3]1[CH2:15][C:16]([C:18]1[CH:23]=[C:22]([O:24][CH3:25])[CH:21]=[C:20]([OH:26])[CH:19]=1)=[O:17].[CH3:1][C@H:2]1[CH2:11][CH2:10][C@@H:9]2[C@:4]([CH3:14])([CH2:5][CH2:6][CH2:7][C:8]2([CH3:13])[CH3:12])[C@H:3]1[CH2:15][C:16]([C:18]1[CH:19]=[C:20]([OH:26])[CH:21]=[C:22]([OH:24])[CH:23]=1)=[O:17]. (5) Given the reactants B.CSC.[C:5]([O:9][C:10]([N:12]([CH2:17][C:18]1[CH:25]=[CH:24][C:21]([C:22]#[N:23])=[CH:20][CH:19]=1)[CH2:13][CH:14]([CH3:16])[CH3:15])=[O:11])([CH3:8])([CH3:7])[CH3:6].OS([O-])(=O)=O.[K+].[OH-].[Na+], predict the reaction product. The product is: [C:5]([O:9][C:10]([N:12]([CH2:17][C:18]1[CH:19]=[CH:20][C:21]([CH2:22][NH2:23])=[CH:24][CH:25]=1)[CH2:13][CH:14]([CH3:16])[CH3:15])=[O:11])([CH3:7])([CH3:8])[CH3:6]. (6) Given the reactants [C:1]([O:5][C:6](=[O:18])[N:7]([C:9]1[CH:14]=[C:13]([O:15][CH3:16])[CH:12]=[CH:11][C:10]=1[NH2:17])[CH3:8])([CH3:4])([CH3:3])[CH3:2].[O:19]=[C:20]1[NH:24][C:23](=[O:25])[CH:22]([CH2:26][C:27]2[CH:37]=[CH:36][C:30]([O:31][CH2:32][C:33](O)=[O:34])=[CH:29][CH:28]=2)[S:21]1.C(N(CC)CC)C.C(=O)([O-])O.[Na+], predict the reaction product. The product is: [C:1]([O:5][C:6](=[O:18])[N:7]([C:9]1[CH:14]=[C:13]([O:15][CH3:16])[CH:12]=[CH:11][C:10]=1[NH:17][C:33](=[O:34])[CH2:32][O:31][C:30]1[CH:29]=[CH:28][C:27]([CH2:26][CH:22]2[S:21][C:20](=[O:19])[NH:24][C:23]2=[O:25])=[CH:37][CH:36]=1)[CH3:8])([CH3:4])([CH3:2])[CH3:3].